From a dataset of Forward reaction prediction with 1.9M reactions from USPTO patents (1976-2016). Predict the product of the given reaction. (1) The product is: [NH2:28][C:27]1[N:9]([C:10]2[CH:11]=[CH:12][C:13](=[O:16])[NH:14][CH:15]=2)[N:8]=[C:25]([C:24]([CH3:31])([CH3:30])[CH3:23])[CH:26]=1. Given the reactants C1(C(C2C=CC=CC=2)=[N:8][NH:9][C:10]2[CH:11]=[CH:12][C:13](=[O:16])[NH:14][CH:15]=2)C=CC=CC=1.[CH3:23][C:24]([CH3:31])([CH3:30])[C:25](=O)[CH2:26][C:27]#[N:28].Cl, predict the reaction product. (2) Given the reactants [N-:1]=[N+:2]=[N-:3].[Na+].[Br:5][C:6]1[N:10]2[C:11](=[O:17])[CH:12]=[C:13]([CH2:15]Cl)[N:14]=[C:9]2[S:8][C:7]=1[CH3:18], predict the reaction product. The product is: [N:1]([CH2:15][C:13]1[N:14]=[C:9]2[S:8][C:7]([CH3:18])=[C:6]([Br:5])[N:10]2[C:11](=[O:17])[CH:12]=1)=[N+:2]=[N-:3]. (3) Given the reactants [Cl:1][C:2]1[CH:7]=[C:6](Cl)[C:5]([N+:9]([O-:11])=[O:10])=[CH:4][C:3]=1[C:12]([F:15])([F:14])[F:13].C([O-])(=[O:18])C.[K+].Cl, predict the reaction product. The product is: [Cl:1][C:2]1[C:3]([C:12]([F:15])([F:14])[F:13])=[CH:4][C:5]([N+:9]([O-:11])=[O:10])=[C:6]([OH:18])[CH:7]=1.